From a dataset of NCI-60 drug combinations with 297,098 pairs across 59 cell lines. Regression. Given two drug SMILES strings and cell line genomic features, predict the synergy score measuring deviation from expected non-interaction effect. (1) Cell line: HCT-15. Drug 2: CNC(=O)C1=NC=CC(=C1)OC2=CC=C(C=C2)NC(=O)NC3=CC(=C(C=C3)Cl)C(F)(F)F. Synergy scores: CSS=39.6, Synergy_ZIP=-3.67, Synergy_Bliss=-9.73, Synergy_Loewe=-61.5, Synergy_HSA=-12.3. Drug 1: CC1C(C(CC(O1)OC2CC(OC(C2O)C)OC3=CC4=CC5=C(C(=O)C(C(C5)C(C(=O)C(C(C)O)O)OC)OC6CC(C(C(O6)C)O)OC7CC(C(C(O7)C)O)OC8CC(C(C(O8)C)O)(C)O)C(=C4C(=C3C)O)O)O)O. (2) Drug 1: C1CN1C2=NC(=NC(=N2)N3CC3)N4CC4. Drug 2: CCC1=CC2CC(C3=C(CN(C2)C1)C4=CC=CC=C4N3)(C5=C(C=C6C(=C5)C78CCN9C7C(C=CC9)(C(C(C8N6C)(C(=O)OC)O)OC(=O)C)CC)OC)C(=O)OC.C(C(C(=O)O)O)(C(=O)O)O. Synergy scores: CSS=13.8, Synergy_ZIP=-2.77, Synergy_Bliss=-7.42, Synergy_Loewe=-27.5, Synergy_HSA=-13.9. Cell line: NCI-H322M.